Dataset: NCI-60 drug combinations with 297,098 pairs across 59 cell lines. Task: Regression. Given two drug SMILES strings and cell line genomic features, predict the synergy score measuring deviation from expected non-interaction effect. (1) Drug 1: CN(CC1=CN=C2C(=N1)C(=NC(=N2)N)N)C3=CC=C(C=C3)C(=O)NC(CCC(=O)O)C(=O)O. Drug 2: CC1=C(C=C(C=C1)C(=O)NC2=CC(=CC(=C2)C(F)(F)F)N3C=C(N=C3)C)NC4=NC=CC(=N4)C5=CN=CC=C5. Cell line: ACHN. Synergy scores: CSS=38.9, Synergy_ZIP=-0.209, Synergy_Bliss=-4.10, Synergy_Loewe=-36.1, Synergy_HSA=-4.61. (2) Drug 1: CNC(=O)C1=NC=CC(=C1)OC2=CC=C(C=C2)NC(=O)NC3=CC(=C(C=C3)Cl)C(F)(F)F. Drug 2: C1=NNC2=C1C(=O)NC=N2. Cell line: MOLT-4. Synergy scores: CSS=8.07, Synergy_ZIP=-2.96, Synergy_Bliss=0.981, Synergy_Loewe=2.75, Synergy_HSA=0.760. (3) Drug 1: COC1=C2C(=CC3=C1OC=C3)C=CC(=O)O2. Drug 2: COCCOC1=C(C=C2C(=C1)C(=NC=N2)NC3=CC=CC(=C3)C#C)OCCOC.Cl. Cell line: HOP-92. Synergy scores: CSS=-7.65, Synergy_ZIP=7.37, Synergy_Bliss=10.4, Synergy_Loewe=-11.1, Synergy_HSA=-7.98. (4) Drug 1: CN(C)C1=NC(=NC(=N1)N(C)C)N(C)C. Drug 2: C1CC(C1)(C(=O)O)C(=O)O.[NH2-].[NH2-].[Pt+2]. Cell line: A498. Synergy scores: CSS=-2.94, Synergy_ZIP=-0.654, Synergy_Bliss=-1.47, Synergy_Loewe=-13.7, Synergy_HSA=-6.18. (5) Drug 1: C1=CC=C(C(=C1)C(C2=CC=C(C=C2)Cl)C(Cl)Cl)Cl. Drug 2: CC(C)(C#N)C1=CC(=CC(=C1)CN2C=NC=N2)C(C)(C)C#N. Cell line: EKVX. Synergy scores: CSS=0.747, Synergy_ZIP=1.82, Synergy_Bliss=0.808, Synergy_Loewe=0.474, Synergy_HSA=-1.40. (6) Drug 1: CC(C)CN1C=NC2=C1C3=CC=CC=C3N=C2N. Drug 2: COCCOC1=C(C=C2C(=C1)C(=NC=N2)NC3=CC=CC(=C3)C#C)OCCOC.Cl. Cell line: MALME-3M. Synergy scores: CSS=6.99, Synergy_ZIP=-0.272, Synergy_Bliss=4.72, Synergy_Loewe=6.44, Synergy_HSA=2.69.